Task: Regression. Given a peptide amino acid sequence and an MHC pseudo amino acid sequence, predict their binding affinity value. This is MHC class II binding data.. Dataset: Peptide-MHC class II binding affinity with 134,281 pairs from IEDB (1) The peptide sequence is RSRPVQLLALVTVLA. The MHC is H-2-IAd with pseudo-sequence H-2-IAd. The binding affinity (normalized) is 0.591. (2) The peptide sequence is RDCLIAHGAANTITE. The MHC is DRB1_0101 with pseudo-sequence DRB1_0101. The binding affinity (normalized) is 0.829. (3) The peptide sequence is GTLVVFLLLIMGQLT. The MHC is DRB1_1501 with pseudo-sequence DRB1_1501. The binding affinity (normalized) is 0.176. (4) The peptide sequence is DESIFINKLNGAMVE. The MHC is HLA-DQA10501-DQB10201 with pseudo-sequence HLA-DQA10501-DQB10201. The binding affinity (normalized) is 0.158. (5) The peptide sequence is IANIFTPLVQPVGAL. The MHC is DRB5_0101 with pseudo-sequence DRB5_0101. The binding affinity (normalized) is 0.166. (6) The binding affinity (normalized) is 0.410. The peptide sequence is LRKAFDAFDREKSGS. The MHC is DRB1_0802 with pseudo-sequence DRB1_0802. (7) The peptide sequence is YDKFLANVHTVLTGK. The MHC is DRB1_0701 with pseudo-sequence DRB1_0701. The binding affinity (normalized) is 0.606.